This data is from Catalyst prediction with 721,799 reactions and 888 catalyst types from USPTO. The task is: Predict which catalyst facilitates the given reaction. (1) Reactant: Cl[N:2]1[CH:11]=[C:10]([Cl:12])[C:9]2[C:4](=[CH:5][C:6]([O:13][CH3:14])=[CH:7][CH:8]=2)[CH2:3]1.[F:15][C:16]1[CH:17]=[C:18](B(O)O)[CH:19]=[CH:20][C:21]=1[O:22][CH:23]([CH3:25])[CH3:24].C([O-])([O-])=O.[K+].[K+]. Product: [Cl:12][C:10]1[C:9]2[C:4](=[CH:5][C:6]([O:13][CH3:14])=[CH:7][CH:8]=2)[CH2:3][N:2]([C:18]2[CH:19]=[CH:20][C:21]([O:22][CH:23]([CH3:24])[CH3:25])=[C:16]([F:15])[CH:17]=2)[CH:11]=1. The catalyst class is: 38. (2) Reactant: [C:1]([C:4]1[C:12]2[C:7](=[CH:8][CH:9]=[C:10]([NH2:13])[CH:11]=2)[NH:6][CH:5]=1)(=[O:3])[CH3:2].[C:14]1([S:20](Cl)(=[O:22])=[O:21])[CH:19]=[CH:18][CH:17]=[CH:16][CH:15]=1.Cl. Product: [C:1]([C:4]1[C:12]2[C:7](=[CH:8][CH:9]=[C:10]([NH:13][S:20]([C:14]3[CH:19]=[CH:18][CH:17]=[CH:16][CH:15]=3)(=[O:22])=[O:21])[CH:11]=2)[NH:6][CH:5]=1)(=[O:3])[CH3:2]. The catalyst class is: 17. (3) Reactant: [CH2:1]([O:4][C:5]1([CH3:34])[CH2:10][CH2:9][N:8]([C:11]2[N:16]3[N:17]=[C:18]([CH2:20]I)[CH:19]=[C:15]3[N:14]=[C:13]([CH3:22])[C:12]=2[C@H:23]([O:29][C:30]([CH3:33])([CH3:32])[CH3:31])[C:24]([O:26][CH2:27][CH3:28])=[O:25])[CH2:7][CH2:6]1)[CH:2]=[CH2:3].[CH3:35][C:36]1[CH:46]=[CH:45][C:39]([CH2:40][NH:41][CH:42]2[CH2:44][CH2:43]2)=[C:38]([O:47][C@H:48]([CH2:50][CH:51]=[CH2:52])[CH3:49])[CH:37]=1.CCN(C(C)C)C(C)C. Product: [CH2:1]([O:4][C:5]1([CH3:34])[CH2:10][CH2:9][N:8]([C:11]2[N:16]3[N:17]=[C:18]([CH2:20][N:41]([CH:42]4[CH2:44][CH2:43]4)[CH2:40][C:39]4[CH:45]=[CH:46][C:36]([CH3:35])=[CH:37][C:38]=4[O:47][C@H:48]([CH2:50][CH:51]=[CH2:52])[CH3:49])[CH:19]=[C:15]3[N:14]=[C:13]([CH3:22])[C:12]=2[C@H:23]([O:29][C:30]([CH3:33])([CH3:32])[CH3:31])[C:24]([O:26][CH2:27][CH3:28])=[O:25])[CH2:7][CH2:6]1)[CH:2]=[CH2:3]. The catalyst class is: 10. (4) The catalyst class is: 7. Reactant: [NH2:1][C:2]1[CH:11]=[CH:10][C:9]2[N:8]=[CH:7][CH:6]=[CH:5][C:4]=2[C:3]=1[C:12]([OH:14])=[O:13].[Cl:15][C:16]1[C:17]([N:22]2[C:26]([C:27](O)=O)=[CH:25][C:24]([C:30]([F:33])([F:32])[F:31])=[N:23]2)=[N:18][CH:19]=[CH:20][CH:21]=1.N1C=CC=CC=1.CS(Cl)(=O)=O. Product: [Cl:15][C:16]1[C:17]([N:22]2[C:26]([C:27]3[O:13][C:12](=[O:14])[C:3]4[C:4]5[C:9](=[N:8][CH:7]=[CH:6][CH:5]=5)[CH:10]=[CH:11][C:2]=4[N:1]=3)=[CH:25][C:24]([C:30]([F:33])([F:31])[F:32])=[N:23]2)=[N:18][CH:19]=[CH:20][CH:21]=1. (5) Reactant: [OH:1][C:2]1[C:9]([O:10][CH3:11])=[C:8]([N+:12]([O-:14])=[O:13])[CH:7]=[CH:6][C:3]=1[CH:4]=[O:5].[C:15](=O)([O-])[O-].[K+].[K+].CI. Product: [CH3:15][O:1][C:2]1[C:9]([O:10][CH3:11])=[C:8]([N+:12]([O-:14])=[O:13])[CH:7]=[CH:6][C:3]=1[CH:4]=[O:5]. The catalyst class is: 3. (6) Reactant: [C:1]([C:3]1[C:4]([C:20]([F:23])([F:22])[F:21])=[C:5]2[C:9](=[CH:10][CH:11]=1)[N:8]([CH2:12][C:13](=[NH:16])[NH:14][OH:15])[C:7]([CH2:17][CH2:18][CH3:19])=[CH:6]2)#[N:2].[Br:24][C:25]1[CH:33]=[CH:32][C:31]([Cl:34])=[CH:30][C:26]=1[C:27](Cl)=O.C(N(CC)CC)C. Product: [Br:24][C:25]1[CH:33]=[CH:32][C:31]([Cl:34])=[CH:30][C:26]=1[C:27]1[O:15][N:14]=[C:13]([CH2:12][N:8]2[C:9]3[C:5](=[C:4]([C:20]([F:22])([F:23])[F:21])[C:3]([C:1]#[N:2])=[CH:11][CH:10]=3)[CH:6]=[C:7]2[CH2:17][CH2:18][CH3:19])[N:16]=1. The catalyst class is: 10.